The task is: Predict the reaction yield, written as a fraction of the theoretical maximum amount of product (1.0 means a 100% yield; for example, 0.34 means a 34% yield).. This data is from Reaction yield outcomes from USPTO patents with 853,638 reactions. (1) The reactants are O=[C:2]([CH2:6][CH3:7])[CH2:3][C:4]#[N:5].[C:8]1([NH:14][NH2:15])[CH:13]=[CH:12][CH:11]=[CH:10][CH:9]=1. The catalyst is C(O)C. The product is [CH2:6]([C:2]1[CH:3]=[C:4]([NH2:5])[N:14]([C:8]2[CH:13]=[CH:12][CH:11]=[CH:10][CH:9]=2)[N:15]=1)[CH3:7]. The yield is 0.370. (2) The reactants are [C:1]([O:5][C:6]([N:8]1[CH2:18][CH2:17][C:11]2[N:12]=[C:13]([NH2:16])[N:14]=[CH:15][C:10]=2[CH2:9]1)=[O:7])([CH3:4])([CH3:3])[CH3:2].[Cl:19][C:20]1[CH:21]=[C:22]([CH:26]=[CH:27][CH:28]=1)[C:23](Cl)=[O:24].[OH-].[Na+].C(Cl)Cl. The catalyst is N1C=CC=CC=1. The product is [C:1]([O:5][C:6]([N:8]1[CH2:18][CH2:17][C:11]2[N:12]=[C:13]([NH:16][C:23](=[O:24])[C:22]3[CH:26]=[CH:27][CH:28]=[C:20]([Cl:19])[CH:21]=3)[N:14]=[CH:15][C:10]=2[CH2:9]1)=[O:7])([CH3:4])([CH3:2])[CH3:3]. The yield is 0.530. (3) The reactants are [N+:1]([C:4]1[CH:5]=[CH:6][C:7]2[NH:12][CH2:11][CH2:10][O:9][C:8]=2[CH:13]=1)([O-:3])=[O:2].[H-].[Na+].Cl.Cl[CH2:18][CH2:19][N:20]([CH3:22])[CH3:21].O. The catalyst is CN(C=O)C. The product is [CH3:21][N:20]([CH3:22])[CH2:19][CH2:18][N:12]1[CH2:11][CH2:10][O:9][C:8]2[CH:13]=[C:4]([N+:1]([O-:3])=[O:2])[CH:5]=[CH:6][C:7]1=2. The yield is 0.630. (4) The product is [Cl:1][C:2]1[C:3]2[N:4]([CH:12]=[C:13]([C:15]([OH:17])=[O:16])[N:14]=2)[CH:5]=[C:6]([C:8]([F:11])([F:9])[F:10])[CH:7]=1. The yield is 0.800. The catalyst is CO. The reactants are [Cl:1][C:2]1[C:3]2[N:4]([CH:12]=[C:13]([C:15]([O:17]CC)=[O:16])[N:14]=2)[CH:5]=[C:6]([C:8]([F:11])([F:10])[F:9])[CH:7]=1.[OH-].[Na+].